From a dataset of Full USPTO retrosynthesis dataset with 1.9M reactions from patents (1976-2016). Predict the reactants needed to synthesize the given product. Given the product [NH2:17][C:13]1[N:12]=[C:11]([CH2:25][OH:26])[C:10]([CH2:9][NH2:8])=[C:15]([CH3:16])[CH:14]=1, predict the reactants needed to synthesize it. The reactants are: Cl.C(OC(=O)[NH:8][CH2:9][C:10]1[C:11]([CH2:25][OH:26])=[N:12][C:13]([NH:17]C(OC(C)(C)C)=O)=[CH:14][C:15]=1[CH3:16])(C)(C)C.